Dataset: Reaction yield outcomes from USPTO patents with 853,638 reactions. Task: Predict the reaction yield, written as a fraction of the theoretical maximum amount of product (1.0 means a 100% yield; for example, 0.34 means a 34% yield). (1) The reactants are [NH2:1][C@@:2]([C:6]1[CH:15]=[CH:14][C:13]2[C:8](=[CH:9][CH:10]=[C:11]([O:16][CH:17]3[CH2:22][CH2:21][CH:20]([CH2:23][CH2:24][CH2:25][CH3:26])[CH2:19][CH2:18]3)[CH:12]=2)[CH:7]=1)([CH3:5])[CH2:3][OH:4].[OH-].[Li+].C(O)C.O. No catalyst specified. The product is [NH2:1][C@@:2]([C:6]1[CH:15]=[CH:14][C:13]2[C:8](=[CH:9][CH:10]=[C:11]([O:16][C@H:17]3[CH2:18][CH2:19][C@H:20]([CH2:23][CH2:24][CH2:25][CH3:26])[CH2:21][CH2:22]3)[CH:12]=2)[CH:7]=1)([CH3:5])[CH2:3][OH:4]. The yield is 0.660. (2) The reactants are [Br:1][C:2]1[CH:7]=[CH:6][C:5]([F:8])=[C:4](I)[CH:3]=1.[CH2:10]([S:12]([C:15]1[CH:20]=[CH:19][C:18](B2OC(C)(C)C(C)(C)O2)=[C:17]([O:30][CH3:31])[CH:16]=1)(=[O:14])=[O:13])[CH3:11].C(=O)([O-])[O-].[Na+].[Na+].O1CCOCC1. The catalyst is O.C1C=CC([P]([Pd]([P](C2C=CC=CC=2)(C2C=CC=CC=2)C2C=CC=CC=2)([P](C2C=CC=CC=2)(C2C=CC=CC=2)C2C=CC=CC=2)[P](C2C=CC=CC=2)(C2C=CC=CC=2)C2C=CC=CC=2)(C2C=CC=CC=2)C2C=CC=CC=2)=CC=1. The product is [Br:1][C:2]1[CH:7]=[CH:6][C:5]([F:8])=[C:4]([C:18]2[CH:19]=[CH:20][C:15]([S:12]([CH2:10][CH3:11])(=[O:14])=[O:13])=[CH:16][C:17]=2[O:30][CH3:31])[CH:3]=1. The yield is 0.730. (3) The reactants are CC(OC(/N=N/C(OC(C)C)=O)=O)C.[F:15][C:16]([F:40])([F:39])[C:17]1[N:21]2[N:22]=[C:23]([N:26]3[CH2:31][CH2:30][CH:29]([C:32]4[CH:37]=[CH:36][C:35]([OH:38])=[CH:34][CH:33]=4)[CH2:28][CH2:27]3)[CH:24]=[CH:25][C:20]2=[N:19][N:18]=1.C1(P(C2C=CC=CC=2)C2C=CC=CC=2)C=CC=CC=1.[CH3:60][N:61]1[C:65]([CH2:66][CH2:67]O)=[CH:64][CH:63]=[N:62]1. The catalyst is C1COCC1. The product is [CH3:60][N:61]1[C:65]([CH2:66][CH2:67][O:38][C:35]2[CH:36]=[CH:37][C:32]([CH:29]3[CH2:30][CH2:31][N:26]([C:23]4[CH:24]=[CH:25][C:20]5[N:21]([C:17]([C:16]([F:15])([F:39])[F:40])=[N:18][N:19]=5)[N:22]=4)[CH2:27][CH2:28]3)=[CH:33][CH:34]=2)=[CH:64][CH:63]=[N:62]1. The yield is 0.520. (4) The reactants are FC(F)(F)C(O)=O.ClCCl.[NH2:11][C:12]1[N:17]=[CH:16][N:15]=[C:14]2[N:18]([C@H:38]3[CH2:43][CH2:42][C@H:41]([N:44]4[CH2:49][CH2:48][N:47]([CH3:50])[CH2:46][CH2:45]4)[CH2:40][CH2:39]3)[N:19]=[C:20]([C:21]3[C:26]([F:27])=[CH:25][C:24]([NH:28]C(=O)OC(C)(C)C)=[C:23]([O:36][CH3:37])[CH:22]=3)[C:13]=12. The catalyst is ClCCl. The product is [NH2:28][C:24]1[C:23]([O:36][CH3:37])=[CH:22][C:21]([C:20]2[C:13]3[C:14](=[N:15][CH:16]=[N:17][C:12]=3[NH2:11])[N:18]([C@H:38]3[CH2:43][CH2:42][C@H:41]([N:44]4[CH2:45][CH2:46][N:47]([CH3:50])[CH2:48][CH2:49]4)[CH2:40][CH2:39]3)[N:19]=2)=[C:26]([F:27])[CH:25]=1. The yield is 0.870. (5) The reactants are CCN(C(C)C)C(C)C.CN(C(ON1N=NC2C=CC=NC1=2)=[N+](C)C)C.F[P-](F)(F)(F)(F)F.[F:34][C:35]1[CH:49]=[CH:48][C:38]([O:39][C:40]2[CH:41]=[C:42]([NH2:47])[C:43]([NH2:46])=[CH:44][CH:45]=2)=[CH:37][CH:36]=1.[CH2:50]([O:57][CH2:58][C@H:59]([NH:63][C:64]([O:66][C:67]([CH3:70])([CH3:69])[CH3:68])=[O:65])[C:60](O)=[O:61])[C:51]1[CH:56]=[CH:55][CH:54]=[CH:53][CH:52]=1.C(=O)(O)[O-].[Na+]. The catalyst is CN(C=O)C. The product is [NH2:47][C:42]1[CH:41]=[C:40]([O:39][C:38]2[CH:48]=[CH:49][C:35]([F:34])=[CH:36][CH:37]=2)[CH:45]=[CH:44][C:43]=1[NH:46][C:60](=[O:61])[C@@H:59]([NH:63][C:64](=[O:65])[O:66][C:67]([CH3:68])([CH3:69])[CH3:70])[CH2:58][O:57][CH2:50][C:51]1[CH:56]=[CH:55][CH:54]=[CH:53][CH:52]=1. The yield is 0.720.